From a dataset of Full USPTO retrosynthesis dataset with 1.9M reactions from patents (1976-2016). Predict the reactants needed to synthesize the given product. (1) Given the product [CH:3]1([C:6]2[CH:7]=[CH:8][C:9]3[N:10]([N:12]=[C:13]([C:26]4[CH:27]=[CH:28][CH:29]=[CH:30][CH:31]=4)[C:14]=3[CH2:15][C:16]3[N:21]=[C:20]([C:22]([OH:24])=[O:23])[CH:19]=[CH:18][CH:17]=3)[CH:11]=2)[CH2:5][CH2:4]1, predict the reactants needed to synthesize it. The reactants are: [OH-].[K+].[CH:3]1([C:6]2[CH:7]=[CH:8][C:9]3[N:10]([N:12]=[C:13]([C:26]4[CH:31]=[CH:30][CH:29]=[CH:28][CH:27]=4)[C:14]=3[CH2:15][C:16]3[N:21]=[C:20]([C:22]([O:24]C)=[O:23])[CH:19]=[CH:18][CH:17]=3)[CH:11]=2)[CH2:5][CH2:4]1.Cl. (2) Given the product [ClH:1].[ClH:1].[CH:3]1([NH:9][C:10]([C:12]2[CH:17]=[C:16]([N:18]3[CH2:19][CH2:20][CH2:21][CH2:22]3)[N:15]=[C:14]([CH2:23][CH2:24][C:25]3[N:30]=[C:29]([N:31]([CH3:33])[CH3:32])[C:28]([CH3:34])=[C:27]([CH3:35])[N:26]=3)[N:13]=2)=[O:11])[CH2:8][CH2:7][CH2:6][CH2:5][CH2:4]1, predict the reactants needed to synthesize it. The reactants are: [ClH:1].Cl.[CH:3]1([NH:9][C:10]([C:12]2[CH:17]=[C:16]([N:18]3[CH2:22][CH2:21][CH2:20][CH2:19]3)[N:15]=[C:14](/[CH:23]=[CH:24]/[C:25]3[N:30]=[C:29]([N:31]([CH3:33])[CH3:32])[C:28]([CH3:34])=[C:27]([CH3:35])[N:26]=3)[N:13]=2)=[O:11])[CH2:8][CH2:7][CH2:6][CH2:5][CH2:4]1. (3) Given the product [F:1][C:2]([F:31])([F:32])[C:3]([C:12]1[CH:27]=[CH:26][C:15]([O:16][C:17]2[CH:18]=[C:19]([CH2:23][CH2:25][OH:24])[CH:20]=[CH:21][CH:22]=2)=[C:14]([CH2:28][CH2:29][CH3:30])[CH:13]=1)([O:8][CH2:9][O:10][CH3:11])[C:4]([F:5])([F:7])[F:6], predict the reactants needed to synthesize it. The reactants are: [F:1][C:2]([F:32])([F:31])[C:3]([C:12]1[CH:27]=[CH:26][C:15]([O:16][C:17]2[CH:18]=[C:19]([CH:23]3[CH2:25][O:24]3)[CH:20]=[CH:21][CH:22]=2)=[C:14]([CH2:28][CH2:29][CH3:30])[CH:13]=1)([O:8][CH2:9][O:10][CH3:11])[C:4]([F:7])([F:6])[F:5].C([BH3-])#N.[Na+].C(=O)([O-])O.[Na+]. (4) Given the product [OH:8][CH2:9][C:10]1([C:23]([O:25][CH3:26])=[O:24])[CH2:11][CH2:12][N:13]([C:16]([O:18][C:19]([CH3:21])([CH3:22])[CH3:20])=[O:17])[CH2:14][CH2:15]1, predict the reactants needed to synthesize it. The reactants are: C([O:8][CH2:9][C:10]1([C:23]([O:25][CH3:26])=[O:24])[CH2:15][CH2:14][N:13]([C:16]([O:18][C:19]([CH3:22])([CH3:21])[CH3:20])=[O:17])[CH2:12][CH2:11]1)C1C=CC=CC=1.[H][H].